This data is from Forward reaction prediction with 1.9M reactions from USPTO patents (1976-2016). The task is: Predict the product of the given reaction. Given the reactants [CH2:1]([N:8]1[C:12]2[CH:13]=[C:14]([F:18])[C:15]([F:17])=[CH:16][C:11]=2[N:10]=[C:9]1[C:19]1[CH:24]=[CH:23][C:22]([Cl:25])=[CH:21][C:20]=1[OH:26])[C:2]1[CH:7]=[CH:6][CH:5]=[CH:4][CH:3]=1.Br[CH2:28][CH:29]1[CH2:33][CH2:32][CH2:31][CH2:30]1, predict the reaction product. The product is: [CH2:1]([N:8]1[C:12]2[CH:13]=[C:14]([F:18])[C:15]([F:17])=[CH:16][C:11]=2[N:10]=[C:9]1[C:19]1[CH:24]=[CH:23][C:22]([Cl:25])=[CH:21][C:20]=1[O:26][CH2:28][CH:29]1[CH2:33][CH2:32][CH2:31][CH2:30]1)[C:2]1[CH:7]=[CH:6][CH:5]=[CH:4][CH:3]=1.